This data is from Catalyst prediction with 721,799 reactions and 888 catalyst types from USPTO. The task is: Predict which catalyst facilitates the given reaction. (1) Reactant: C[O:2][C:3](=[O:18])[CH2:4][C:5]1[C:9]2[C:10]([CH3:17])=[CH:11][C:12]([O:15]C)=[C:13]([F:14])[C:8]=2[S:7][CH:6]=1.CN(C=O)C.CC([S-])(C)C.[Na+]. Product: [F:14][C:13]1[C:8]2[S:7][CH:6]=[C:5]([CH2:4][C:3]([OH:18])=[O:2])[C:9]=2[C:10]([CH3:17])=[CH:11][C:12]=1[OH:15]. The catalyst class is: 223. (2) Reactant: [C:1]([C:5]1[CH:13]=[CH:12][C:8]([C:9]([OH:11])=O)=[C:7]([C:14](=[O:25])C2C=CC(C(C)(C)C)=CC=2)[CH:6]=1)([CH3:4])([CH3:3])[CH3:2]. Product: [C:1]([C:5]1[CH:13]=[CH:12][C:8]2[C:9](=[O:11])[C:8]3[C:7](=[CH:6][C:5]([C:1]([CH3:3])([CH3:2])[CH3:4])=[CH:13][CH:12]=3)[C:14](=[O:25])[C:7]=2[CH:6]=1)([CH3:4])([CH3:3])[CH3:2]. The catalyst class is: 22. (3) Product: [CH3:1][O:2][C:3]1[N:8]=[C:7]([C:9]2[N:10]=[C:11]3[CH:14]([C:20]4[CH:25]=[CH:24][CH:23]=[CH:22][C:21]=4[C:26]([F:28])([F:29])[F:27])[CH2:15][CH2:16][C:17](=[O:18])[N:12]3[N:13]=2)[CH:6]=[CH:5][C:4]=1[N:30]1[CH:34]=[C:33]([CH3:35])[N:32]=[CH:31]1. Reactant: [CH3:1][O:2][C:3]1[N:8]=[C:7]([C:9]2[N:10]=[C:11]([CH:14]([C:20]3[CH:25]=[CH:24][CH:23]=[CH:22][C:21]=3[C:26]([F:29])([F:28])[F:27])[CH2:15][CH2:16][C:17](O)=[O:18])[NH:12][N:13]=2)[CH:6]=[CH:5][C:4]=1[N:30]1[CH:34]=[C:33]([CH3:35])[N:32]=[CH:31]1.C(N(C(C)C)CC)(C)C.ON1C2C=CC=CC=2N=N1. The catalyst class is: 7. (4) Reactant: [CH2:1]([O:3][C:4](=[O:15])[CH2:5][C:6]1[CH:11]=[CH:10][C:9]([O:12][CH3:13])=[C:8]([OH:14])[CH:7]=1)[CH3:2].[Br:16][C:17]1[CH:18]=[CH:19][C:20](F)=[C:21]([CH:24]=1)[CH:22]=[O:23].C(=O)([O-])[O-].[K+].[K+]. Product: [CH2:1]([O:3][C:4](=[O:15])[CH2:5][C:6]1[CH:11]=[CH:10][C:9]([O:12][CH3:13])=[C:8]([O:14][C:20]2[CH:19]=[CH:18][C:17]([Br:16])=[CH:24][C:21]=2[CH:22]=[O:23])[CH:7]=1)[CH3:2]. The catalyst class is: 12. (5) Reactant: [NH:1]1[C:9]2[C:4](=[CH:5][CH:6]=[C:7]([C:10]#[N:11])[CH:8]=2)[CH:3]=[CH:2]1.[BH3-]C#N.[Na+]. Product: [NH:1]1[C:9]2[C:4](=[CH:5][CH:6]=[C:7]([C:10]#[N:11])[CH:8]=2)[CH2:3][CH2:2]1. The catalyst class is: 52.